From a dataset of Peptide-MHC class II binding affinity with 134,281 pairs from IEDB. Regression. Given a peptide amino acid sequence and an MHC pseudo amino acid sequence, predict their binding affinity value. This is MHC class II binding data. (1) The peptide sequence is AFILDGDLLFPKV. The MHC is DRB3_0101 with pseudo-sequence DRB3_0101. The binding affinity (normalized) is 0.874. (2) The peptide sequence is VGSLQYLALTALITPKK. The MHC is H-2-IAb with pseudo-sequence H-2-IAb. The binding affinity (normalized) is 0.511. (3) The peptide sequence is NSVVQALTSLGLLYT. The MHC is H-2-IAb with pseudo-sequence H-2-IAb. The binding affinity (normalized) is 0.436. (4) The peptide sequence is YDKFLANVVTVLTGK. The MHC is DRB1_1001 with pseudo-sequence DRB1_1001. The binding affinity (normalized) is 0.725. (5) The peptide sequence is PKGGAESSSKAALTS. The MHC is DRB4_0101 with pseudo-sequence DRB4_0103. The binding affinity (normalized) is 0. (6) The peptide sequence is QVPLVQQQQYLGQQQP. The MHC is HLA-DPA10201-DPB10501 with pseudo-sequence HLA-DPA10201-DPB10501. The binding affinity (normalized) is 0.0527.